Dataset: Reaction yield outcomes from USPTO patents with 853,638 reactions. Task: Predict the reaction yield, written as a fraction of the theoretical maximum amount of product (1.0 means a 100% yield; for example, 0.34 means a 34% yield). (1) The reactants are [C:1]([C:3]1[C:4]([C:17]2[CH:22]=[CH:21][C:20]([Cl:23])=[C:19]([Cl:24])[CH:18]=2)=[C:5]([C:12]([O:14][CH2:15][CH3:16])=[O:13])[S:6][C:7]=1S(C)(=O)=O)#[N:2].[NH:25]1[CH2:30][CH2:29][O:28][CH2:27][CH2:26]1. The catalyst is C1COCC1. The product is [C:1]([C:3]1[C:4]([C:17]2[CH:22]=[CH:21][C:20]([Cl:23])=[C:19]([Cl:24])[CH:18]=2)=[C:5]([C:12]([O:14][CH2:15][CH3:16])=[O:13])[S:6][C:7]=1[N:25]1[CH2:30][CH2:29][O:28][CH2:27][CH2:26]1)#[N:2]. The yield is 0.630. (2) The reactants are [Cl:1][C:2]1[CH:3]=[C:4]([CH:12]([CH2:16][CH:17]2[CH2:22][CH2:21][O:20][CH2:19][CH2:18]2)[C:13]([OH:15])=O)[CH:5]=[CH:6][C:7]=1[S:8]([CH3:11])(=[O:10])=[O:9].C(Cl)(=O)C(Cl)=O.[NH2:29][C:30]1[CH:35]=[N:34][CH:33]=[CH:32][N:31]=1.N1C=CC=CC=1. The catalyst is C(Cl)Cl.CN(C)C=O.O1CCCC1.O. The product is [Cl:1][C:2]1[CH:3]=[C:4]([CH:12]([CH2:16][CH:17]2[CH2:18][CH2:19][O:20][CH2:21][CH2:22]2)[C:13]([NH:29][C:30]2[CH:35]=[N:34][CH:33]=[CH:32][N:31]=2)=[O:15])[CH:5]=[CH:6][C:7]=1[S:8]([CH3:11])(=[O:10])=[O:9]. The yield is 0.500. (3) The reactants are [Cl:1][C:2]1[CH:9]=[C:6]([CH:7]=O)[C:5]([OH:10])=[CH:4][CH:3]=1.[Cl-].[Cl:12][C:13]1[CH:38]=[CH:37][C:16](C[P+](C2C=CC=CC=2)(C2C=CC=CC=2)C2C=CC=CC=2)=[CH:15][CH:14]=1.[C:39](=O)([O-])[O-].[K+].[K+].Cl. The catalyst is O. The product is [Cl:1][C:2]1[CH:3]=[CH:4][C:5]([OH:10])=[C:6]([C:7]([C:16]2[CH:37]=[CH:38][C:13]([Cl:12])=[CH:14][CH:15]=2)=[CH2:39])[CH:9]=1. The yield is 0.0840. (4) The reactants are CCN(CC)CC.[CH2:8]([C:10]1[CH:11]=[CH:12][C:13]([NH:17][C:18](=[O:23])[C:19]([CH3:22])([CH3:21])[CH3:20])=[N+:14]([O-:16])[CH:15]=1)[CH3:9].O=P(Cl)(Cl)[Cl:26]. No catalyst specified. The product is [Cl:26][C:15]1[N:14]=[C:13]([NH:17][C:18](=[O:23])[C:19]([CH3:22])([CH3:21])[CH3:20])[CH:12]=[CH:11][C:10]=1[CH2:8][CH3:9].[CH2:8]([C:10]1[CH:11]=[CH:12][C:13]([NH:17][C:18](=[O:23])[C:19]([CH3:22])([CH3:21])[CH3:20])=[N+:14]([O-:16])[CH:15]=1)[CH3:9]. The yield is 0.0500. (5) The reactants are [N+:1]([O-:4])(O)=[O:2].[F:5][C:6]1[C:14]([F:15])=[C:13]([F:16])[CH:12]=[CH:11][C:7]=1[C:8]([OH:10])=[O:9].O. The catalyst is OS(O)(=O)=O. The product is [F:5][C:6]1[C:14]([F:15])=[C:13]([F:16])[C:12]([N+:1]([O-:4])=[O:2])=[CH:11][C:7]=1[C:8]([OH:10])=[O:9]. The yield is 0.750. (6) The reactants are [O:1]1[C:5]2[CH:6]=[CH:7][C:8]([CH2:10][C:11]#N)=[CH:9][C:4]=2[O:3][CH2:2]1.Br[CH2:14][CH2:15]Cl.[OH-:17].[Na+].[OH2:19]. The catalyst is [Cl-].C([N+](CC)(CC)CC)C1C=CC=CC=1. The product is [O:1]1[C:5]2[CH:6]=[CH:7][C:8]([C:10]3([C:11]([OH:19])=[O:17])[CH2:15][CH2:14]3)=[CH:9][C:4]=2[O:3][CH2:2]1. The yield is 0.800. (7) The reactants are [CH2:1]([O:3][C:4]([C:6]1[N:7]=[C:8]([CH:12]([CH3:14])[CH3:13])[S:9][C:10]=1[NH2:11])=[O:5])[CH3:2].F[C:16]1[CH:21]=[CH:20][CH:19]=[CH:18][C:17]=1[N+:22]([O-:24])=[O:23].[Li+].[OH-].C(O)(C(F)(F)F)=O. The catalyst is CS(C)=O.O.C(#N)C. The product is [CH2:1]([O:3][C:4]([C:6]1[N:7]=[C:8]([CH:12]([CH3:13])[CH3:14])[S:9][C:10]=1[NH:11][C:16]1[CH:21]=[CH:20][CH:19]=[CH:18][C:17]=1[N+:22]([O-:24])=[O:23])=[O:5])[CH3:2]. The yield is 0.910.